Dataset: Forward reaction prediction with 1.9M reactions from USPTO patents (1976-2016). Task: Predict the product of the given reaction. (1) Given the reactants [OH:1][C:2]1[CH:3]=[C:4]([CH:7]=[CH:8][CH:9]=1)[C:5]#[N:6].[Br:10][CH2:11][CH2:12][CH2:13][CH2:14]Br, predict the reaction product. The product is: [Br:10][CH2:11][CH2:12][CH2:13][CH2:14][O:1][C:2]1[CH:3]=[C:4]([CH:7]=[CH:8][CH:9]=1)[C:5]#[N:6]. (2) Given the reactants Cl[C:2]1[N:3]=[N:4][CH:5]=[C:6](Cl)[C:7]=1[Cl:8].Cl.[NH:11]1[CH2:16][CH2:15][C:14]2([C:24]3[C:19](=[CH:20][CH:21]=[CH:22][CH:23]=3)[CH:18]=[CH:17]2)[CH2:13][CH2:12]1.C(=O)([O-])[O-].[K+].[K+].[NH2:31][NH2:32], predict the reaction product. The product is: [Cl:8][C:7]1[C:6]([N:11]2[CH2:16][CH2:15][C:14]3([C:24]4[C:19](=[CH:20][CH:21]=[CH:22][CH:23]=4)[CH:18]=[CH:17]3)[CH2:13][CH2:12]2)=[CH:5][N:4]=[N:3][C:2]=1[NH:31][NH2:32]. (3) Given the reactants [OH-].[Na+].C[O:4][C:5](=[O:35])[CH2:6][C@H:7]1[C:11]2[CH:12]=[CH:13][C:14]([O:16][C@H:17]3[C:25]4[C:20](=[C:21]([CH2:28][C:29]5[CH:34]=[CH:33][CH:32]=[CH:31][CH:30]=5)[C:22]([C:26]#[N:27])=[CH:23][CH:24]=4)[CH2:19][CH2:18]3)=[CH:15][C:10]=2[O:9][CH2:8]1, predict the reaction product. The product is: [CH2:28]([C:21]1[C:22]([C:26]#[N:27])=[CH:23][CH:24]=[C:25]2[C:20]=1[CH2:19][CH2:18][C@H:17]2[O:16][C:14]1[CH:13]=[CH:12][C:11]2[C@H:7]([CH2:6][C:5]([OH:35])=[O:4])[CH2:8][O:9][C:10]=2[CH:15]=1)[C:29]1[CH:34]=[CH:33][CH:32]=[CH:31][CH:30]=1. (4) Given the reactants COC1C=C(OC)C=CC=1C[NH:6][S:7]([CH2:10][C:11]1[CH:16]=[CH:15][C:14]([CH2:17][CH2:18][N:19]2[CH2:24][CH2:23][O:22][CH2:21][CH2:20]2)=[CH:13][CH:12]=1)(=[O:9])=[O:8].C([Li])CCC.[CH3:36][C:37]([CH3:39])=[O:38].FC(F)(F)C(O)=O, predict the reaction product. The product is: [OH:38][C:37]([CH3:39])([CH3:36])[CH:10]([C:11]1[CH:12]=[CH:13][C:14]([CH2:17][CH2:18][N:19]2[CH2:20][CH2:21][O:22][CH2:23][CH2:24]2)=[CH:15][CH:16]=1)[S:7]([NH2:6])(=[O:8])=[O:9].